This data is from Full USPTO retrosynthesis dataset with 1.9M reactions from patents (1976-2016). The task is: Predict the reactants needed to synthesize the given product. (1) Given the product [C:23]1([S:22]([CH2:7][C:8]([NH:10][C:11]2[S:12][CH:13]=[C:14]([C:16]3[CH:17]=[CH:18][N:19]=[CH:20][CH:21]=3)[N:15]=2)=[O:9])(=[O:36])=[O:42])[CH:28]=[CH:27][CH:26]=[CH:25][CH:24]=1, predict the reactants needed to synthesize it. The reactants are: C1([CH:7]([SH:22])[C:8]([NH:10][C:11]2[S:12][CH:13]=[C:14]([C:16]3[CH:21]=[CH:20][N:19]=[CH:18][CH:17]=3)[N:15]=2)=[O:9])C=CC=CC=1.[CH:23]1[CH:28]=[C:27](Cl)[CH:26]=[C:25](C(OO)=O)[CH:24]=1.C(OCC)(=[O:36])C.[Cl-].[Na+].[OH2:42]. (2) Given the product [NH2:1][C:2]1[C:3]([C:18]2[CH:27]=[CH:26][C:21]([C:22]([OH:24])=[O:23])=[C:20]([F:28])[CH:19]=2)=[N:4][C:5]([CH:8]2[CH2:13][CH2:12][CH2:11][N:10]([S:14]([CH3:17])(=[O:15])=[O:16])[CH2:9]2)=[CH:6][N:7]=1, predict the reactants needed to synthesize it. The reactants are: [NH2:1][C:2]1[C:3]([C:18]2[CH:27]=[CH:26][C:21]([C:22]([O:24]C)=[O:23])=[C:20]([F:28])[CH:19]=2)=[N:4][C:5]([CH:8]2[CH2:13][CH2:12][CH2:11][N:10]([S:14]([CH3:17])(=[O:16])=[O:15])[CH2:9]2)=[CH:6][N:7]=1.[Li+].[OH-].Cl. (3) Given the product [CH3:16][C:14]1[N:15]=[C:3]2[C:2]([NH:1][CH2:22][C:21]3[C:24]([CH3:28])=[CH:25][CH:26]=[CH:27][C:20]=3[CH2:18][CH3:19])=[CH:7][C:6]([C:8]([O:10][CH2:11][CH3:12])=[O:9])=[CH:5][N:4]2[C:13]=1[CH3:17], predict the reactants needed to synthesize it. The reactants are: [NH2:1][C:2]1[C:3]2[N:4]([C:13]([CH3:17])=[C:14]([CH3:16])[N:15]=2)[CH:5]=[C:6]([C:8]([O:10][CH2:11][CH3:12])=[O:9])[CH:7]=1.[CH2:18]([C:20]1[CH:27]=[CH:26][CH:25]=[C:24]([CH3:28])[C:21]=1[CH2:22]Cl)[CH3:19].C(=O)([O-])[O-].[Na+].[Na+].[I-].[K+]. (4) Given the product [NH2:2][O:3][P:15](=[O:16])([C:17]1[CH:18]=[CH:19][CH:20]=[CH:21][CH:22]=1)[C:9]1[CH:14]=[CH:13][CH:12]=[CH:11][CH:10]=1, predict the reactants needed to synthesize it. The reactants are: Cl.[NH2:2][OH:3].C(=O)(O)[O-].[Na+].[C:9]1([P:15](Cl)([C:17]2[CH:22]=[CH:21][CH:20]=[CH:19][CH:18]=2)=[O:16])[CH:14]=[CH:13][CH:12]=[CH:11][CH:10]=1. (5) Given the product [OH:10][C:3]1[CH:4]=[CH:5][C:6]([O:8][CH3:9])=[CH:7][C:2]=1[NH:1][C:21](=[O:22])[CH:19]([NH:18][C:16](=[O:17])[O:15][C:11]([CH3:13])([CH3:12])[CH3:14])[CH3:20], predict the reactants needed to synthesize it. The reactants are: [NH2:1][C:2]1[CH:7]=[C:6]([O:8][CH3:9])[CH:5]=[CH:4][C:3]=1[OH:10].[C:11]([O:15][C:16]([NH:18][CH:19]([C:21](O)=[O:22])[CH3:20])=[O:17])([CH3:14])([CH3:13])[CH3:12]. (6) Given the product [CH3:20][C:12]1[CH:13]=[C:14]([NH2:17])[CH:15]=[CH:16][C:11]=1[O:10][CH:5]1[CH2:6][CH:7]2[N:2]([CH3:1])[CH:3]([CH2:9][CH2:8]2)[CH2:4]1, predict the reactants needed to synthesize it. The reactants are: [CH3:1][N:2]1[CH:7]2[CH2:8][CH2:9][CH:3]1[CH2:4][CH:5]([O:10][C:11]1[CH:16]=[CH:15][C:14]([N+:17]([O-])=O)=[CH:13][C:12]=1[CH3:20])[CH2:6]2. (7) The reactants are: [CH:1]1([C:6]2[NH:10][N:9]=[C:8]([C:11]([OH:13])=[O:12])[CH:7]=2)[CH2:5][CH2:4][CH2:3][CH2:2]1.S(=O)(=O)(O)O.[N+:19]([O-])([OH:21])=[O:20]. Given the product [CH:1]1([C:6]2[NH:10][N:9]=[C:8]([C:11]([OH:13])=[O:12])[C:7]=2[N+:19]([O-:21])=[O:20])[CH2:2][CH2:3][CH2:4][CH2:5]1, predict the reactants needed to synthesize it.